From a dataset of Retrosynthesis with 50K atom-mapped reactions and 10 reaction types from USPTO. Predict the reactants needed to synthesize the given product. Given the product CC(C)=Cc1cccc(NC(=O)NC(=O)c2ccccc2)c1C#N, predict the reactants needed to synthesize it. The reactants are: CC(C)=Cc1cccc(N)c1C#N.O=C=NC(=O)c1ccccc1.